This data is from Full USPTO retrosynthesis dataset with 1.9M reactions from patents (1976-2016). The task is: Predict the reactants needed to synthesize the given product. (1) Given the product [C:2]([N:14]1[CH2:19][CH:18]([CH3:20])[C:17](=[O:21])[CH:16]([CH3:22])[CH2:15]1)([O:4][CH2:5][CH3:6])=[O:3], predict the reactants needed to synthesize it. The reactants are: Cl[C:2]([O:4][CH2:5][CH3:6])=[O:3].C([N:14]1[CH2:19][CH:18]([CH3:20])[C:17](=[O:21])[CH:16]([CH3:22])[CH2:15]1)C1C=CC=CC=1. (2) Given the product [CH2:1]([O:8][C:12]1[CH:13]=[CH:14][NH:15][C:10](=[O:25])[N:11]=1)[C:2]1[CH:7]=[CH:6][CH:5]=[CH:4][CH:3]=1, predict the reactants needed to synthesize it. The reactants are: [CH2:1]([OH:8])[C:2]1[CH:7]=[CH:6][CH:5]=[CH:4][CH:3]=1.Cl[C:10]1[N:15]=[C:14](Cl)[CH:13]=[CH:12][N:11]=1.C([Li])CCC.C([OH:25])C=C.N1CCCCC1. (3) Given the product [C:1]([NH:6][C:7]1[NH:8][C:9](=[O:42])[C:10]2[N:11]=[CH:12][N:13]([C@@H:16]3[O:28][C@H:27]([CH2:29][O:30][CH:31]4[CH2:36][CH2:35][CH2:34][CH2:33][O:32]4)[C@@H:19]([O:20][CH:21]4[CH2:26][CH2:25][CH2:24][CH2:23][O:22]4)[C@@H:17]3[OH:18])[C:14]=2[N:15]=1)(=[O:5])[CH:2]([CH3:4])[CH3:3], predict the reactants needed to synthesize it. The reactants are: [C:1]([NH:6][C:7]1[NH:8][C:9](=[O:42])[C:10]2[N:11]=[CH:12][N:13]([C@@H:16]3[O:28][C@H:27]([CH2:29][O:30][C:31]4(C(=O)C(C)C)[CH2:36][CH2:35][CH2:34][CH2:33][O:32]4)[C@@H:19]([O:20][CH:21]4[CH2:26][CH2:25][CH2:24][CH2:23][O:22]4)[C@@H:17]3[OH:18])[C:14]=2[N:15]=1)(=[O:5])[CH:2]([CH3:4])[CH3:3].[OH-].[Na+].C(O)(=O)C.C([O-])(O)=O.[Na+]. (4) Given the product [CH2:1]([C:3]1[N:7]([CH2:8][C:9]([N:47]2[CH2:48][CH2:49][CH:44]([C:41]3[S:42][CH:43]=[C:39]([C:37]([N:36]([CH3:35])[C@H:50]4[C:59]5[C:54](=[CH:55][CH:56]=[CH:57][CH:58]=5)[CH2:53][CH2:52][CH2:51]4)=[O:38])[N:40]=3)[CH2:45][CH2:46]2)=[O:11])[N:6]=[C:5]([C:12]([F:15])([F:14])[F:13])[CH:4]=1)[CH3:2], predict the reactants needed to synthesize it. The reactants are: [CH2:1]([C:3]1[N:7]([CH2:8][C:9]([OH:11])=O)[N:6]=[C:5]([C:12]([F:15])([F:14])[F:13])[CH:4]=1)[CH3:2].CCCP1(OP(CCC)(=O)OP(CCC)(=O)O1)=O.Cl.[CH3:35][N:36]([C@H:50]1[C:59]2[C:54](=[CH:55][CH:56]=[CH:57][CH:58]=2)[CH2:53][CH2:52][CH2:51]1)[C:37]([C:39]1[N:40]=[C:41]([CH:44]2[CH2:49][CH2:48][NH:47][CH2:46][CH2:45]2)[S:42][CH:43]=1)=[O:38].C(N(CC)CC)C. (5) Given the product [C:15]1([C@H:14]2[O:13][C:12]3([CH2:25][CH2:24][CH2:23][CH2:22][CH2:21]3)[O:11][C@@H:10]2[CH2:9][CH2:8][OH:7])[CH:16]=[CH:17][CH:18]=[CH:19][CH:20]=1, predict the reactants needed to synthesize it. The reactants are: C([O:7][CH2:8][CH2:9][C@@H:10]1[C@@H:14]([C:15]2[CH:20]=[CH:19][CH:18]=[CH:17][CH:16]=2)[O:13][C:12]2([CH2:25][CH2:24][CH2:23][CH2:22][CH2:21]2)[O:11]1)(=O)C(C)(C)C.C(OCC[C@@H]1[C@@H](C2C=CC=CC=2)OC2(CCCC2)O1)(=O)C(C)(C)C. (6) Given the product [CH3:20][O:19][C:17]1[CH:16]=[CH:15][C:10]2[C:11](=[O:12])[NH:38][CH2:2][C:3]3[O:7][N:6]=[C:5]([CH3:8])[C:4]=3[C:9]=2[N:18]=1, predict the reactants needed to synthesize it. The reactants are: O[CH2:2][C:3]1[O:7][N:6]=[C:5]([CH3:8])[C:4]=1[C:9]1[N:18]=[C:17]([O:19][CH3:20])[CH:16]=[CH:15][C:10]=1[C:11](OC)=[O:12].ClC1C=CC(C(C2C=CC=CC=2C2C(CO)=[N:38]OC=2C)=O)=CC=1.[N-]=[N+]=[N-].